This data is from TCR-epitope binding with 47,182 pairs between 192 epitopes and 23,139 TCRs. The task is: Binary Classification. Given a T-cell receptor sequence (or CDR3 region) and an epitope sequence, predict whether binding occurs between them. (1) The epitope is ATDALMTGY. The TCR CDR3 sequence is CASSEGNGGINIQYF. Result: 1 (the TCR binds to the epitope). (2) The epitope is TLVPQEHYV. The TCR CDR3 sequence is CASSPGGVGNQPQHF. Result: 0 (the TCR does not bind to the epitope). (3) The epitope is ATDALMTGY. The TCR CDR3 sequence is CAIRTRIGETQYF. Result: 0 (the TCR does not bind to the epitope). (4) The epitope is TEILPVSMTK. The TCR CDR3 sequence is CASTGWVTDTQYF. Result: 0 (the TCR does not bind to the epitope). (5) The epitope is TPGPGVRYPL. The TCR CDR3 sequence is CASSLATSTEAFF. Result: 0 (the TCR does not bind to the epitope).